Dataset: Forward reaction prediction with 1.9M reactions from USPTO patents (1976-2016). Task: Predict the product of the given reaction. (1) Given the reactants [F:1][C:2]1[CH:7]=[C:6]([O:8][C:9]2[CH:14]=[CH:13][N:12]=[C:11]([CH3:15])[C:10]=2[CH3:16])[CH:5]=[CH:4][C:3]=1B(O)O.C([O-])(O)=O.[Na+].Br[C:26]1[CH:31]=[CH:30][N:29]([CH2:32][CH:33]2[CH2:35][CH2:34]2)[C:28](=[O:36])[C:27]=1[C:37]#[N:38], predict the reaction product. The product is: [CH:33]1([CH2:32][N:29]2[CH:30]=[CH:31][C:26]([C:3]3[CH:4]=[CH:5][C:6]([O:8][C:9]4[CH:14]=[CH:13][N:12]=[C:11]([CH3:15])[C:10]=4[CH3:16])=[CH:7][C:2]=3[F:1])=[C:27]([C:37]#[N:38])[C:28]2=[O:36])[CH2:34][CH2:35]1. (2) The product is: [NH2:23][CH:20]1[CH2:21][CH2:22][CH:17]([NH:16][C:7]2[C:6]3[C:5]4[C@@H:4]([CH2:3][CH:2]([OH:1])[CH3:31])[CH2:15][CH2:14][C:13]=4[S:12][C:11]=3[N:10]=[CH:9][N:8]=2)[CH2:18][CH2:19]1. Given the reactants [OH:1][CH:2]([CH3:31])[CH2:3][C@H:4]1[CH2:15][CH2:14][C:13]2[S:12][C:11]3[N:10]=[CH:9][N:8]=[C:7]([NH:16][CH:17]4[CH2:22][CH2:21][CH:20]([NH:23]C(=O)OC(C)(C)C)[CH2:19][CH2:18]4)[C:6]=3[C:5]1=2.Cl, predict the reaction product. (3) Given the reactants [N:1]1([C:7]2[CH:8]=[CH:9][CH:10]=[C:11]3[C:16]=2[N:15]=[CH:14][CH:13]=[CH:12]3)[CH2:6][CH2:5][NH:4][CH2:3][CH2:2]1.C(N(C(C)C)CC)(C)C.Br[CH2:27][CH2:28][C:29]1[CH:34]=[CH:33][C:32]([O:35][CH2:36][C:37]2[CH:42]=[CH:41][CH:40]=[CH:39][CH:38]=2)=[CH:31][CH:30]=1, predict the reaction product. The product is: [C:37]1([CH2:36][O:35][C:32]2[CH:31]=[CH:30][C:29]([CH2:28][CH2:27][N:4]3[CH2:5][CH2:6][N:1]([C:7]4[CH:8]=[CH:9][CH:10]=[C:11]5[C:16]=4[N:15]=[CH:14][CH:13]=[CH:12]5)[CH2:2][CH2:3]3)=[CH:34][CH:33]=2)[CH:38]=[CH:39][CH:40]=[CH:41][CH:42]=1.